From a dataset of Forward reaction prediction with 1.9M reactions from USPTO patents (1976-2016). Predict the product of the given reaction. (1) The product is: [Cl:8][C:9]1[CH:14]=[CH:13][C:12]([CH:15]2[CH:19]([C:20]3[CH:21]=[CH:22][C:23]([Cl:26])=[CH:24][CH:25]=3)[N:18]([C:27]([N:29]3[CH2:34][CH2:33][CH:32]([CH2:35][N:4]4[CH2:5][CH2:6][NH:1][C:2](=[O:7])[CH2:3]4)[CH2:31][CH2:30]3)=[O:28])[C:17]([C:37]3[CH:42]=[CH:41][C:40]([C:43]([F:44])([F:45])[F:46])=[CH:39][C:38]=3[O:47][CH2:48][CH3:49])=[N:16]2)=[CH:11][CH:10]=1. Given the reactants [NH:1]1[CH2:6][CH2:5][NH:4][CH2:3][C:2]1=[O:7].[Cl:8][C:9]1[CH:14]=[CH:13][C:12]([CH:15]2[CH:19]([C:20]3[CH:25]=[CH:24][C:23]([Cl:26])=[CH:22][CH:21]=3)[N:18]([C:27]([N:29]3[CH2:34][CH2:33][CH:32]([CH2:35]Br)[CH2:31][CH2:30]3)=[O:28])[C:17]([C:37]3[CH:42]=[CH:41][C:40]([C:43]([F:46])([F:45])[F:44])=[CH:39][C:38]=3[O:47][CH2:48][CH3:49])=[N:16]2)=[CH:11][CH:10]=1, predict the reaction product. (2) Given the reactants [CH:1](=O)[C:2]1[CH:7]=[CH:6][CH:5]=[CH:4][CH:3]=1.[C:9]([O:12]C(=O)C)(=[O:11])[CH3:10], predict the reaction product. The product is: [C:9]([OH:12])(=[O:11])[CH:10]=[CH:1][C:2]1[CH:7]=[CH:6][CH:5]=[CH:4][CH:3]=1. (3) Given the reactants Br[CH:2](Br)[C:3]1[CH:4]=[CH:5][C:6]([N+:15]([O-:17])=[O:16])=[C:7]2[C:12]=1[O:11][C:10]([CH3:13])=[CH:9][C:8]2=[O:14].C[N+]1([O-])CC[O:23]CC1, predict the reaction product. The product is: [CH3:13][C:10]1[O:11][C:12]2[C:7]([C:8](=[O:14])[CH:9]=1)=[C:6]([N+:15]([O-:17])=[O:16])[CH:5]=[CH:4][C:3]=2[CH:2]=[O:23]. (4) Given the reactants [NH2:1][C:2]1[C:7]([C:8]#[N:9])=[C:6]([N:10]2[CH2:15][CH2:14][CH:13]([C:16]3[N:17]([CH3:32])[CH:18]=[C:19]([C:21]4[CH:26]=[CH:25][C:24]([F:27])=[C:23]([C:28]([F:31])([F:30])[F:29])[CH:22]=4)[N:20]=3)[CH2:12][CH2:11]2)[N:5]=[CH:4][N:3]=1.FC1C=CC(C2N=[C:42](C3CCNCC3)[N:43]([CH2:45]CN(C)C)[CH:44]=2)=CC=1C(F)(F)F, predict the reaction product. The product is: [NH2:1][C:2]1[C:7]([C:8]#[N:9])=[C:6]([N:10]2[CH2:15][CH2:14][CH:13]([C:16]3[N:17]([CH2:32][CH2:42][N:43]([CH3:45])[CH3:44])[CH:18]=[C:19]([C:21]4[CH:26]=[CH:25][C:24]([F:27])=[C:23]([C:28]([F:31])([F:30])[F:29])[CH:22]=4)[N:20]=3)[CH2:12][CH2:11]2)[N:5]=[CH:4][N:3]=1.